Dataset: Forward reaction prediction with 1.9M reactions from USPTO patents (1976-2016). Task: Predict the product of the given reaction. (1) The product is: [Br:1][C:2]1[CH:7]=[C:6]([NH:8][C:9](=[O:13])[C:10]([N:21]([O:30][CH3:31])[CH3:25])=[O:12])[CH:5]=[C:4]([O:14][CH3:15])[N:3]=1. Given the reactants [Br:1][C:2]1[CH:7]=[C:6]([NH:8][C:9](=[O:13])[C:10]([OH:12])=O)[CH:5]=[C:4]([O:14][CH3:15])[N:3]=1.F[B-](F)(F)F.[N:21]1([O:30][C:31](N(C)C)=[N+](C)C)[C:25]2C=CC=CC=2N=N1.C(N(CC)C(C)C)(C)C.CNOC.C(O)(=O)CC(CC(O)=O)(C(O)=O)O, predict the reaction product. (2) The product is: [CH:39]1([C:42]#[C:43][C:2]2[CH:3]=[C:4]3[C@@:15]4([CH2:19][O:18][C:17]([NH2:20])=[N:16]4)[C:14]4[C:9](=[N:10][CH:11]=[C:12]([O:21][CH2:22][C:23]([F:26])([CH3:25])[CH3:24])[CH:13]=4)[O:8][C:5]3=[CH:6][CH:7]=2)[CH2:41][CH2:40]1. Given the reactants Br[C:2]1[CH:3]=[C:4]2[C@@:15]3([CH2:19][O:18][C:17]([NH2:20])=[N:16]3)[C:14]3[C:9](=[N:10][CH:11]=[C:12]([O:21][CH2:22][C:23]([F:26])([CH3:25])[CH3:24])[CH:13]=3)[O:8][C:5]2=[CH:6][CH:7]=1.CN(C=O)C.C(NC(C)C)(C)C.[CH:39]1([C:42]#[CH:43])[CH2:41][CH2:40]1, predict the reaction product. (3) Given the reactants [CH3:1][S:2][C:3]1[C:11]2[CH2:10][O:9][C:8](=[O:12])[C:7]=2[CH:6]=[CH:5][C:4]=1[CH2:13][CH2:14][N:15]1[CH2:20][CH2:19][N:18](C(OC(C)(C)C)=O)[CH2:17][CH2:16]1.[ClH:28], predict the reaction product. The product is: [Cl-:28].[CH3:1][S:2][C:3]1[C:11]2[CH2:10][O:9][C:8](=[O:12])[C:7]=2[CH:6]=[CH:5][C:4]=1[CH2:13][CH2:14][N:15]1[CH2:16][CH2:17][NH2+:18][CH2:19][CH2:20]1. (4) Given the reactants [CH3:1][O:2][C:3](=[O:11])[CH2:4][CH2:5][S:6][CH2:7][C:8]([OH:10])=O.[Cl:12][C:13]1[CH:18]=[CH:17][CH:16]=[CH:15][C:14]=1[CH2:19][CH2:20][NH2:21], predict the reaction product. The product is: [Cl:12][C:13]1[CH:18]=[CH:17][CH:16]=[CH:15][C:14]=1[CH2:19][CH2:20][NH:21][C:8](=[O:10])[CH2:7][S:6][CH2:5][CH2:4][C:3]([O:2][CH3:1])=[O:11]. (5) Given the reactants Br[C:2]1[CH:3]=[C:4]2[C:8](=[CH:9][CH:10]=1)[NH:7][N:6]=[C:5]2[CH3:11].[B:12]1([B:12]2[O:16][C:15]([CH3:18])([CH3:17])[C:14]([CH3:20])([CH3:19])[O:13]2)[O:16][C:15]([CH3:18])([CH3:17])[C:14]([CH3:20])([CH3:19])[O:13]1.C([O-])(=O)C.[K+].CS(C)=O, predict the reaction product. The product is: [CH3:11][C:5]1[C:4]2[C:8](=[CH:9][CH:10]=[C:2]([B:12]3[O:16][C:15]([CH3:18])([CH3:17])[C:14]([CH3:20])([CH3:19])[O:13]3)[CH:3]=2)[NH:7][N:6]=1. (6) Given the reactants C(OC([O:8][NH:9][C:10]([C:12]1[CH:13]=[N:14][C:15]([N:18]2[CH2:25][CH:24]3[CH:20]([CH2:21][N:22]([S:26]([C:29]4[CH:38]=[CH:37][C:36]5[C:31](=[CH:32][CH:33]=[CH:34][CH:35]=5)[CH:30]=4)(=[O:28])=[O:27])[CH2:23]3)[CH2:19]2)=[N:16][CH:17]=1)=[O:11])C)C(C)C.C(O)(C(F)(F)F)=O.C(Cl)Cl.CO, predict the reaction product. The product is: [OH:8][NH:9][C:10]([C:12]1[CH:13]=[N:14][C:15]([N:18]2[CH2:25][CH:24]3[CH:20]([CH2:21][N:22]([S:26]([C:29]4[CH:38]=[CH:37][C:36]5[C:31](=[CH:32][CH:33]=[CH:34][CH:35]=5)[CH:30]=4)(=[O:28])=[O:27])[CH2:23]3)[CH2:19]2)=[N:16][CH:17]=1)=[O:11]. (7) Given the reactants [I:1][C:2]1[CH:3]=[CH:4][C:5]([O:9][C@H:10]2[CH2:14][CH2:13][O:12][CH2:11]2)=[C:6]([NH2:8])[CH:7]=1.Cl[C:16]1[CH:21]=[CH:20][N:19]=[CH:18][CH:17]=1.[OH-].[Na+], predict the reaction product. The product is: [I:1][C:2]1[CH:3]=[CH:4][C:5]([O:9][C@H:10]2[CH2:14][CH2:13][O:12][CH2:11]2)=[C:6]([NH:8][C:16]2[CH:21]=[CH:20][N:19]=[CH:18][CH:17]=2)[CH:7]=1. (8) Given the reactants [CH2:1]=[C:2]([C:4]1[N:8]2[CH:9]=[CH:10][CH:11]=[CH:12][C:7]2=[C:6]([C:13]([O:15][CH2:16][CH3:17])=[O:14])[N:5]=1)[CH3:3], predict the reaction product. The product is: [CH:2]([C:4]1[N:8]2[CH2:9][CH2:10][CH2:11][CH2:12][C:7]2=[C:6]([C:13]([O:15][CH2:16][CH3:17])=[O:14])[N:5]=1)([CH3:3])[CH3:1].